From a dataset of Reaction yield outcomes from USPTO patents with 853,638 reactions. Predict the reaction yield, written as a fraction of the theoretical maximum amount of product (1.0 means a 100% yield; for example, 0.34 means a 34% yield). (1) The reactants are [CH2:1]([O:8][C:9]1[CH:26]=[C:25]([CH2:27][CH3:28])[CH:24]=[CH:23][C:10]=1[O:11][C:12]1[CH:17]=[CH:16][C:15]([S:18](Cl)(=[O:20])=[O:19])=[CH:14][C:13]=1[F:22])[C:2]1[CH:7]=[CH:6][CH:5]=[CH:4][CH:3]=1.N.[CH2:30]([NH2:33])[CH2:31][CH3:32]. No catalyst specified. The product is [CH2:1]([O:8][C:9]1[CH:26]=[C:25]([CH2:27][CH3:28])[CH:24]=[CH:23][C:10]=1[O:11][C:12]1[CH:17]=[CH:16][C:15]([S:18]([NH:33][CH2:30][CH2:31][CH3:32])(=[O:20])=[O:19])=[CH:14][C:13]=1[F:22])[C:2]1[CH:7]=[CH:6][CH:5]=[CH:4][CH:3]=1. The yield is 0.410. (2) The reactants are [Li].[CH3:2][Si:3]([CH3:6])([CH3:5])Cl.[N:7]1[CH:12]=[C:11]([C@@H:13]2[CH2:18][CH2:17][CH2:16][N:14]2[CH3:15])[CH:10]=[CH:9][CH:8]=1. The catalyst is C1COCC1. The product is [CH3:15][N:14]1[CH2:16][CH2:17][CH2:18][CH:13]1[C:11]1[CH:10]([Si:3]([CH3:6])([CH3:5])[CH3:2])[CH:9]=[CH:8][N:7]([Si:3]([CH3:6])([CH3:5])[CH3:2])[CH:12]=1. The yield is 0.710.